Task: Predict the reactants needed to synthesize the given product.. Dataset: Full USPTO retrosynthesis dataset with 1.9M reactions from patents (1976-2016) (1) Given the product [N:18]([CH2:2][C@@H:3]([C:5]1[CH:10]=[CH:9][C:8]([NH:11][S:12]([CH3:15])(=[O:14])=[O:13])=[CH:7][CH:6]=1)[OH:4])=[N+:19]=[N-:20], predict the reactants needed to synthesize it. The reactants are: Br[CH2:2][C@H:3]([C:5]1[CH:10]=[CH:9][C:8]([NH:11][S:12]([CH3:15])(=[O:14])=[O:13])=[CH:7][CH:6]=1)[OH:4].[I-].[Na+].[N-:18]=[N+:19]=[N-:20].[Na+].CS(C)=O. (2) Given the product [CH3:1][N:2]([CH3:20])[C:3]([C:5]1[N:14]([CH:15]2[CH2:19][CH2:18][CH2:17][CH2:16]2)[C:8]2[N:9]=[C:10]([NH:21][C:22]3[N:27]=[CH:26][C:25]([N:28]4[CH2:29][CH2:30][CH:31]([CH2:34][CH2:35][OH:36])[CH2:32][CH2:33]4)=[CH:24][CH:23]=3)[N:11]=[CH:12][C:7]=2[CH:6]=1)=[O:4], predict the reactants needed to synthesize it. The reactants are: [CH3:1][N:2]([CH3:20])[C:3]([C:5]1[N:14]([CH:15]2[CH2:19][CH2:18][CH2:17][CH2:16]2)[C:8]2[N:9]=[C:10](Cl)[N:11]=[CH:12][C:7]=2[CH:6]=1)=[O:4].[NH2:21][C:22]1[N:27]=[CH:26][C:25]([N:28]2[CH2:33][CH2:32][CH:31]([CH2:34][CH2:35][OH:36])[CH2:30][CH2:29]2)=[CH:24][CH:23]=1. (3) Given the product [CH3:1][C:2]1[S:3][C:4]2[C:10]3[N:29]=[C:27]([NH:26][C:23]4[CH:22]=[CH:21][C:20]([C:19]([F:18])([F:30])[F:31])=[CH:25][CH:24]=4)[N:28]=[CH:12][C:9]=3[CH2:8][CH2:7][C:5]=2[N:6]=1, predict the reactants needed to synthesize it. The reactants are: [CH3:1][C:2]1[S:3][C:4]2[C:10](=O)[CH:9]([CH:12]=O)[CH2:8][CH2:7][C:5]=2[N:6]=1.[N+]([O-])(O)=O.[F:18][C:19]([F:31])([F:30])[C:20]1[CH:25]=[CH:24][C:23]([NH:26][C:27]([NH2:29])=[NH:28])=[CH:22][CH:21]=1.[OH-].[Na+]. (4) Given the product [CH3:1][C@@H:2]1[CH2:7][CH2:6][CH2:5][C@H:4]([CH3:8])[N:3]1[C:9](=[O:12])[CH2:10][O:24][C:19]1[CH:18]=[CH:17][C:16]2[C:21](=[CH:22][CH:23]=[C:14]([Br:13])[CH:15]=2)[CH:20]=1, predict the reactants needed to synthesize it. The reactants are: [CH3:1][C@@H:2]1[CH2:7][CH2:6][CH2:5][C@H:4]([CH3:8])[N:3]1[C:9](=[O:12])[CH2:10]Cl.[Br:13][C:14]1[CH:15]=[C:16]2[C:21](=[CH:22][CH:23]=1)[CH:20]=[C:19]([OH:24])[CH:18]=[CH:17]2.C(=O)([O-])[O-].[K+].[K+]. (5) Given the product [CH3:17][S:14]([N:11]1[CH2:12][CH2:13][CH:8]([C:5]2[CH:6]=[CH:7][C:2]([B:19]3[O:23][C:22]([CH3:25])([CH3:24])[C:21]([CH3:27])([CH3:26])[O:20]3)=[CH:3][CH:4]=2)[CH:9]([OH:18])[CH2:10]1)(=[O:16])=[O:15], predict the reactants needed to synthesize it. The reactants are: Cl[C:2]1[CH:7]=[CH:6][C:5]([CH:8]2[CH2:13][CH2:12][N:11]([S:14]([CH3:17])(=[O:16])=[O:15])[CH2:10][CH:9]2[OH:18])=[CH:4][CH:3]=1.[B:19]1([B:19]2[O:23][C:22]([CH3:25])([CH3:24])[C:21]([CH3:27])([CH3:26])[O:20]2)[O:23][C:22]([CH3:25])([CH3:24])[C:21]([CH3:27])([CH3:26])[O:20]1.CC(C1C=C(C(C)C)C(C2C=CC=CC=2P(C2CCCCC2)C2CCCCC2)=C(C(C)C)C=1)C.C([O-])(=O)C.[K+]. (6) Given the product [Br:1][C:20]1[S:19][C:18]([C:23]([O:25][CH3:26])=[O:24])=[C:17]([C:14]2[CH:15]=[CH:16][C:11]([S:8](=[O:10])(=[O:9])[NH2:7])=[C:12]([CH3:27])[CH:13]=2)[C:21]=1[CH3:22], predict the reactants needed to synthesize it. The reactants are: [Br:1]Br.C([NH:7][S:8]([C:11]1[CH:16]=[CH:15][C:14]([C:17]2[C:21]([CH3:22])=[CH:20][S:19][C:18]=2[C:23]([O:25][CH3:26])=[O:24])=[CH:13][C:12]=1[CH3:27])(=[O:10])=[O:9])(C)(C)C. (7) Given the product [OH:10][C:11]1([C:2]2[CH:7]=[CH:6][CH:5]=[CH:4][C:3]=2[CH2:8][OH:9])[CH2:16][CH2:15][CH2:14][N:13]([C:17]([O:19][C:20]([CH3:23])([CH3:22])[CH3:21])=[O:18])[CH2:12]1, predict the reactants needed to synthesize it. The reactants are: Br[C:2]1[CH:7]=[CH:6][CH:5]=[CH:4][C:3]=1[CH2:8][OH:9].[O:10]=[C:11]1[CH2:16][CH2:15][CH2:14][N:13]([C:17]([O:19][C:20]([CH3:23])([CH3:22])[CH3:21])=[O:18])[CH2:12]1.C([Li])CCC. (8) Given the product [OH:40][CH2:39][CH:31]1[CH2:32][C:33]2[C:38](=[CH:37][CH:36]=[CH:35][CH:34]=2)[N:30]1[C:27]([C:23]1[N:24]=[CH:25][N:26]=[C:21]([NH:20][C:16]2[CH:17]=[C:18]3[C:13](=[CH:14][CH:15]=2)[CH2:12][C:4]2([C:5]4[C:6](=[N:7][CH:8]=[CH:9][CH:10]=4)[NH:11][C:3]2=[O:2])[CH2:19]3)[CH:22]=1)=[O:28], predict the reactants needed to synthesize it. The reactants are: Cl.[O:2]=[C:3]1[NH:11][C:6]2=[N:7][CH:8]=[CH:9][CH:10]=[C:5]2[C:4]21[CH2:19][C:18]1[C:13](=[CH:14][CH:15]=[C:16]([NH:20][C:21]3[N:26]=[CH:25][N:24]=[C:23]([C:27](O)=[O:28])[CH:22]=3)[CH:17]=1)[CH2:12]2.[NH:30]1[C:38]2[C:33](=[CH:34][CH:35]=[CH:36][CH:37]=2)[CH2:32][CH:31]1[CH2:39][OH:40].CN(C(ON1N=NC2C=CC=CC1=2)=[N+](C)C)C.[B-](F)(F)(F)F. (9) Given the product [CH3:24][N:22]([CH3:23])[C:21]([O:20][C:18]1[CH:17]=[CH:16][C:15]2[CH:9]([CH2:8][CH2:7][OH:6])[N:10]([C:26]([O:28][C:29]([CH3:31])([CH3:32])[CH3:30])=[O:27])[CH2:11][CH:12]=[CH:13][C:14]=2[CH:19]=1)=[O:25], predict the reactants needed to synthesize it. The reactants are: C([Si](C1C=CC=CC=1)(C1C=CC=CC=1)[O:6][CH2:7][CH2:8][CH:9]1[C:15]2[CH:16]=[CH:17][C:18]([O:20][C:21](=[O:25])[N:22]([CH3:24])[CH3:23])=[CH:19][C:14]=2[CH:13]=[CH:12][CH2:11][N:10]1[C:26]([O:28][C:29]([CH3:32])([CH3:31])[CH3:30])=[O:27])(C)(C)C.[F-].C([N+](CCCC)(CCCC)CCCC)CCC.O.